From a dataset of Reaction yield outcomes from USPTO patents with 853,638 reactions. Predict the reaction yield, written as a fraction of the theoretical maximum amount of product (1.0 means a 100% yield; for example, 0.34 means a 34% yield). (1) No catalyst specified. The yield is 0.950. The reactants are [F:1][C:2]1[CH:3]=[CH:4][C:5]([I:11])=[C:6]([CH:10]=1)[C:7]([OH:9])=[O:8].S(=O)(=O)(O)O.[CH3:17]O. The product is [CH3:17][O:8][C:7](=[O:9])[C:6]1[CH:10]=[C:2]([F:1])[CH:3]=[CH:4][C:5]=1[I:11]. (2) The reactants are [NH2:1][C:2]1[CH:3]=[C:4]([OH:8])[CH:5]=[CH:6][CH:7]=1.Cl[C:10]1[CH:15]=[C:14]([O:16][C:17]2[CH:18]=[C:19]([CH3:30])[C:20]([CH3:29])=[N:21][C:22]=2[C:23]2[CH:28]=[CH:27][CH:26]=[CH:25][N:24]=2)[CH:13]=[CH:12][N:11]=1.C([O-])([O-])=O.[Cs+].[Cs+].CC1(C)C2C(=C(P(C3C=CC=CC=3)C3C=CC=CC=3)C=CC=2)OC2C(P(C3C=CC=CC=3)C3C=CC=CC=3)=CC=CC1=2. The catalyst is O1CCOCC1.C1C=CC(/C=C/C(/C=C/C2C=CC=CC=2)=O)=CC=1.C1C=CC(/C=C/C(/C=C/C2C=CC=CC=2)=O)=CC=1.C1C=CC(/C=C/C(/C=C/C2C=CC=CC=2)=O)=CC=1.[Pd].[Pd]. The product is [CH3:30][C:19]1[CH:18]=[C:17]([O:16][C:14]2[CH:13]=[CH:12][N:11]=[C:10]([NH:1][C:2]3[CH:3]=[C:4]([OH:8])[CH:5]=[CH:6][CH:7]=3)[CH:15]=2)[C:22]([C:23]2[CH:28]=[CH:27][CH:26]=[CH:25][N:24]=2)=[N:21][C:20]=1[CH3:29]. The yield is 0.850.